Task: Predict the reactants needed to synthesize the given product.. Dataset: Full USPTO retrosynthesis dataset with 1.9M reactions from patents (1976-2016) The reactants are: [C:1]([C:9]1[CH:17]=[CH:16][C:12]([C:13]([OH:15])=[O:14])=[CH:11][CH:10]=1)(=[O:8])[C:2]1[CH:7]=[CH:6][CH:5]=[CH:4][CH:3]=1.C(OC(O[C:21]([CH3:24])([CH3:23])[CH3:22])=O)(O[C:21]([CH3:24])([CH3:23])[CH3:22])=O. Given the product [C:1]([C:9]1[CH:10]=[CH:11][C:12]([C:13]([O:15][C:21]([CH3:24])([CH3:23])[CH3:22])=[O:14])=[CH:16][CH:17]=1)(=[O:8])[C:2]1[CH:3]=[CH:4][CH:5]=[CH:6][CH:7]=1, predict the reactants needed to synthesize it.